This data is from Peptide-MHC class II binding affinity with 134,281 pairs from IEDB. The task is: Regression. Given a peptide amino acid sequence and an MHC pseudo amino acid sequence, predict their binding affinity value. This is MHC class II binding data. (1) The peptide sequence is VLGLPAIKAWVAKRP. The MHC is HLA-DPA10201-DPB10101 with pseudo-sequence HLA-DPA10201-DPB10101. The binding affinity (normalized) is 0.116. (2) The peptide sequence is GGLFTSVGKLIHQVF. The MHC is DRB1_1101 with pseudo-sequence DRB1_1101. The binding affinity (normalized) is 0.901. (3) The binding affinity (normalized) is 0.366. The peptide sequence is FFALCVLGLVAAALP. The MHC is HLA-DPA10201-DPB10101 with pseudo-sequence HLA-DPA10201-DPB10101. (4) The peptide sequence is EFQVVNPHLLRVLTE. The MHC is HLA-DPA10201-DPB10501 with pseudo-sequence HLA-DPA10201-DPB10501. The binding affinity (normalized) is 0.261. (5) The peptide sequence is EKKYFAATQFEPMAA. The MHC is DRB1_1602 with pseudo-sequence DRB1_1602. The binding affinity (normalized) is 0.501.